From a dataset of Forward reaction prediction with 1.9M reactions from USPTO patents (1976-2016). Predict the product of the given reaction. (1) Given the reactants [H-].[Na+].[Cl:3][C:4]1[CH:11]=[CH:10][C:7]([CH:8]=O)=[CH:6][CH:5]=1.C[O:13][C:14](=[O:22])[CH:15]([CH3:21])[CH2:16][C:17]([O:19]C)=[O:18].[OH-].[Na+], predict the reaction product. The product is: [Cl:3][C:4]1[CH:11]=[CH:10][C:7]([CH:8]=[C:16]([CH:15]([CH3:21])[C:14]([OH:22])=[O:13])[C:17]([OH:19])=[O:18])=[CH:6][CH:5]=1. (2) The product is: [CH:1]1([CH2:4][N:5]2[C:10]3[S:11][C:12]([CH2:16][C:17]4[CH:22]=[CH:21][CH:20]=[CH:19][C:18]=4[C:23]([F:24])([F:26])[F:25])=[C:13]([CH2:14][O:15][C:30]4[CH:35]=[CH:34][CH:33]=[CH:32][CH:31]=4)[C:9]=3[C:8](=[O:27])[N:7]([CH3:28])[C:6]2=[O:29])[CH2:3][CH2:2]1. Given the reactants [CH:1]1([CH2:4][N:5]2[C:10]3[S:11][C:12]([CH2:16][C:17]4[CH:22]=[CH:21][CH:20]=[CH:19][C:18]=4[C:23]([F:26])([F:25])[F:24])=[C:13]([CH2:14][OH:15])[C:9]=3[C:8](=[O:27])[N:7]([CH3:28])[C:6]2=[O:29])[CH2:3][CH2:2]1.[C:30]1(P([C:30]2[CH:35]=[CH:34][CH:33]=[CH:32][CH:31]=2)[C:30]2[CH:35]=[CH:34][CH:33]=[CH:32][CH:31]=2)[CH:35]=[CH:34][CH:33]=[CH:32][CH:31]=1.CCOC(/N=N/C(OCC)=O)=O.C(C1C=CC=C(C(C)(C)C)C=1O)(C)(C)C.C1(O)C=CC=CC=1, predict the reaction product. (3) The product is: [Cl:1][C:2]1[CH:7]=[CH:6][C:5]([N+:8]([O-:10])=[O:9])=[C:4]([N:16]2[CH2:17][CH2:18][N:13]([CH3:12])[CH2:14][CH2:15]2)[CH:3]=1. Given the reactants [Cl:1][C:2]1[CH:7]=[CH:6][C:5]([N+:8]([O-:10])=[O:9])=[C:4](F)[CH:3]=1.[CH3:12][N:13]1[CH2:18][CH2:17][NH:16][CH2:15][CH2:14]1.C([O-])([O-])=O.[K+].[K+], predict the reaction product. (4) Given the reactants [O:1]=[C:2]1[C:11]2[C:6](=[CH:7][CH:8]=[C:9]([C:12](O)=O)[CH:10]=2)[O:5][C:4]([C:15]2[CH:20]=[CH:19][CH:18]=[CH:17][CH:16]=2)=[CH:3]1.CN(C(ON1N=NC2C=CC=NC1=2)=[N+](C)C)C.F[P-](F)(F)(F)(F)F.C(N(C(C)C)CC)(C)C.C([O:56][C:57](=[O:72])[C:58]1[CH:63]=[CH:62][C:61]([NH:64][CH:65]2[CH2:70][CH2:69][CH2:68][CH2:67][CH2:66]2)=[C:60]([NH2:71])[CH:59]=1)C.[OH-].[Na+], predict the reaction product. The product is: [CH:65]1([N:64]2[C:61]3[CH:62]=[CH:63][C:58]([C:57]([OH:56])=[O:72])=[CH:59][C:60]=3[N:71]=[C:12]2[C:9]2[CH:10]=[C:11]3[C:6](=[CH:7][CH:8]=2)[O:5][C:4]([C:15]2[CH:16]=[CH:17][CH:18]=[CH:19][CH:20]=2)=[CH:3][C:2]3=[O:1])[CH2:66][CH2:67][CH2:68][CH2:69][CH2:70]1. (5) Given the reactants [CH:1]([O:4][C:5]([N:7]1[CH2:12][CH2:11][CH:10]([O:13][C:14]2[C:19]([CH3:20])=[C:18](Cl)[N:17]=[CH:16][N:15]=2)[CH2:9][CH2:8]1)=[O:6])([CH3:3])[CH3:2].CC(C)([O-])C.[Na+].[Cl:28][C:29]1[N:34]=[CH:33][C:32]([NH2:35])=[C:31]([CH3:36])[CH:30]=1, predict the reaction product. The product is: [CH:1]([O:4][C:5]([N:7]1[CH2:12][CH2:11][CH:10]([O:13][C:14]2[C:19]([CH3:20])=[C:18]([NH:35][C:32]3[CH:33]=[N:34][C:29]([Cl:28])=[CH:30][C:31]=3[CH3:36])[N:17]=[CH:16][N:15]=2)[CH2:9][CH2:8]1)=[O:6])([CH3:3])[CH3:2]. (6) Given the reactants [F:1][C:2]1[CH:7]=[CH:6][C:5]([S:8][C:9]2[CH:14]=[CH:13][C:12]([CH3:15])=[CH:11][C:10]=2[NH2:16])=[CH:4][CH:3]=1.C([C:19]1[C:20]([N:28]=[CH:29][N:30]([CH3:32])C)=[N:21][C:22]([CH:25]2[CH2:27][CH2:26]2)=[CH:23][CH:24]=1)#N.NC1C=C(C)C=CC=1SC1C=CC(O)=CC=1.C(C1C(N=CN(C)C)=NC(C)=CC=1)#N, predict the reaction product. The product is: [CH:25]1([C:22]2[CH:23]=[CH:24][C:19]3[C:32]([NH:16][C:10]4[CH:11]=[C:12]([CH3:15])[CH:13]=[CH:14][C:9]=4[S:8][C:5]4[CH:6]=[CH:7][C:2]([F:1])=[CH:3][CH:4]=4)=[N:30][CH:29]=[N:28][C:20]=3[N:21]=2)[CH2:26][CH2:27]1. (7) Given the reactants [F:1][C:2]1[C:7]([OH:8])=[CH:6][CH:5]=[C:4]([N+:9]([O-:11])=[O:10])[C:3]=1[CH:12]([C:20](=[O:22])[CH3:21])C(OC(C)(C)C)=O.FC(F)(F)C(O)=O, predict the reaction product. The product is: [F:1][C:2]1[C:7]([OH:8])=[CH:6][CH:5]=[C:4]([N+:9]([O-:11])=[O:10])[C:3]=1[CH2:12][C:20](=[O:22])[CH3:21]. (8) Given the reactants [N:1]1[N:2]=[C:3]([SH:10])[N:4]2[CH:9]=[CH:8][CH:7]=[CH:6][C:5]=12.Cl[C:12]1[N:17]=[N:16][C:15]([NH2:18])=[CH:14][CH:13]=1, predict the reaction product. The product is: [N:1]1[N:2]=[C:3]([S:10][C:12]2[N:17]=[N:16][C:15]([NH2:18])=[CH:14][CH:13]=2)[N:4]2[CH:9]=[CH:8][CH:7]=[CH:6][C:5]=12. (9) Given the reactants [C:1]([C:5]1[O:9][N:8]=[C:7]([NH:10][C:11]([NH:13][C:14]2[CH:19]=[CH:18][CH:17]=[C:16]([S:20][C:21]3[C:30]4[C:25](=[CH:26][C:27]([O:33][CH2:34][CH2:35]Cl)=[C:28]([O:31][CH3:32])[CH:29]=4)[N:24]=[CH:23][N:22]=3)[CH:15]=2)=[O:12])[CH:6]=1)([CH3:4])([CH3:3])[CH3:2].[CH3:37][S:38]([N:41]1[CH2:46][CH2:45][NH:44][CH2:43][CH2:42]1)(=[O:40])=[O:39].C(N(C(C)C)CC)(C)C, predict the reaction product. The product is: [C:1]([C:5]1[O:9][N:8]=[C:7]([NH:10][C:11]([NH:13][C:14]2[CH:19]=[CH:18][CH:17]=[C:16]([S:20][C:21]3[C:30]4[C:25](=[CH:26][C:27]([O:33][CH2:34][CH2:35][N:44]5[CH2:45][CH2:46][N:41]([S:38]([CH3:37])(=[O:40])=[O:39])[CH2:42][CH2:43]5)=[C:28]([O:31][CH3:32])[CH:29]=4)[N:24]=[CH:23][N:22]=3)[CH:15]=2)=[O:12])[CH:6]=1)([CH3:4])([CH3:3])[CH3:2].